This data is from Forward reaction prediction with 1.9M reactions from USPTO patents (1976-2016). The task is: Predict the product of the given reaction. (1) Given the reactants C([Sn](CCCC)(CCCC)[C:6]1[CH:11]=[CH:10][CH:9]=[CH:8][N:7]=1)CCC.Br[C:21]1[CH:22]=[C:23]([OH:40])[C:24]([C:31]([NH:33][CH2:34][C:35]([O:37]CC)=[O:36])=[O:32])=[C:25]2[C:30]=1[N:29]=[CH:28][CH:27]=[N:26]2.[OH-].[Na+], predict the reaction product. The product is: [OH:40][C:23]1[C:24]([C:31]([NH:33][CH2:34][C:35]([OH:37])=[O:36])=[O:32])=[C:25]2[C:30](=[C:21]([C:6]3[CH:11]=[CH:10][CH:9]=[CH:8][N:7]=3)[CH:22]=1)[N:29]=[CH:28][CH:27]=[N:26]2. (2) Given the reactants Br[C:2]1[CH:10]=[CH:9][CH:8]=[C:7]2[C:3]=1[C:4]([CH:12]=[O:13])=[CH:5][N:6]2[CH3:11].[C:14]1(B(O)O)[CH:19]=[CH:18][CH:17]=[CH:16][CH:15]=1.C([O-])([O-])=O.[Na+].[Na+], predict the reaction product. The product is: [C:14]1([C:2]2[CH:10]=[CH:9][CH:8]=[C:7]3[C:3]=2[C:4]([CH:12]=[O:13])=[CH:5][N:6]3[CH3:11])[CH:19]=[CH:18][CH:17]=[CH:16][CH:15]=1.